From a dataset of NCI-60 drug combinations with 297,098 pairs across 59 cell lines. Regression. Given two drug SMILES strings and cell line genomic features, predict the synergy score measuring deviation from expected non-interaction effect. Drug 1: CC12CCC(CC1=CCC3C2CCC4(C3CC=C4C5=CN=CC=C5)C)O. Drug 2: N.N.Cl[Pt+2]Cl. Cell line: T-47D. Synergy scores: CSS=1.67, Synergy_ZIP=-1.03, Synergy_Bliss=-0.175, Synergy_Loewe=-3.97, Synergy_HSA=-1.49.